Dataset: Experimentally validated miRNA-target interactions with 360,000+ pairs, plus equal number of negative samples. Task: Binary Classification. Given a miRNA mature sequence and a target amino acid sequence, predict their likelihood of interaction. (1) The miRNA is hsa-miR-3915 with sequence UUGAGGAAAAGAUGGUCUUAUU. The protein sequence of the target gene is MAPSLWKGLVGIGLFALAHAAFSAAQHRSYMRLTEKEDESLPIDIVLQTLLAFAVTCYGIVHIAGEFKDMDATSELKNKTFDTLRNHPSFYVFNHRGRVLFRPSDTANSSNQDALSSNTSLKLRKLESLRR. Result: 0 (no interaction). (2) The miRNA is hsa-miR-6715b-3p with sequence CUCAAACCGGCUGUGCCUGUGG. The protein sequence of the target gene is MVLLHWCLLWLLFPLSSRTQKLPTRDEELFQMQIRDKAFFHDSSVIPDGAEISSYLFRDTPKRYFFVVEEDNTPLSVTVTPCDAPLEWKLSLQELPEDRSGEGSGDLEPLEQQKQQIINEEGTELFSYKGNDVEYFISSSSPSGLYQLDLLSTEKDTHFKVYATTTPESDQPYPELPYDPRVDVTSLGRTTVTLAWKPSPTASLLKQPIQYCVVINKEHNFKSLCAVEAKLSADDAFMMAPKPGLDFSPFDFAHFGFPSDNSGKERSFQAKPSPKLGRHVYSRPKVDIQKICIGNKNIFT.... Result: 1 (interaction). (3) The protein sequence of the target gene is MRLLIPSLIFLEALGLCLAKATTVQWCAVSNSEEEKCLRWQNEMRKVGGPPLSCVKKSSTRQCIQAIVTNRADAMTLDGGTMFDAGKPPYKLRPVAAEVYGTKEQPRTHYYAVAVVKNSSNFHLNQLQGLRSCHTGIGRSAGWKIPIGTLRPYLNWNGPPASLEEAVSKFFSKSCVPGAQKDRFPNLCSSCAGTGANKCASSPEEPYSGYAGALRCLRDNAGDVAFTRGSTVFEELPNKAERDQYKLLCPDNTWKPVTEYKECHLAQVPSHAVVSRSTNDKEEAIWELLRQSQEKFGKKQ.... Result: 0 (no interaction). The miRNA is hsa-miR-3142 with sequence AAGGCCUUUCUGAACCUUCAGA. (4) The miRNA is bta-miR-145 with sequence GUCCAGUUUUCCCAGGAAUCCCU. The protein sequence of the target gene is MMPAQYALTSSLVLLVLLSTARAGPFSSRSNVTLPAPRPPPQPGGHTVGAGVGSPSSQLYEHTVEGGEKQVVFTHRINLPPSTGCGCPPGTEPPVLASEVQALRVRLEILEELVKGLKEQCTGGCCPASAQAGTGQTDVRTLCSLHGVFDLSRCTCSCEPGWGGPTCSDPTDAEIPPSSPPSASGSCPDDCNDQGRCVRGRCVCFPGYTGPSCGWPSCPGDCQGRGRCVQGVCVCRAGFSGPDCSQRSCPRGCSQRGRCEGGRCVCDPGYTGDDCGMRSCPRGCSQRGRCENGRCVCNPG.... Result: 0 (no interaction). (5) The miRNA is hsa-miR-3157-3p with sequence CUGCCCUAGUCUAGCUGAAGCU. The protein sequence of the target gene is MALAVLRVLEPFPTETPPLAVLLPPGGPWPAAELGLVLALRPAGESPAGPALLVAALEGPDAGTEEQGPGPPQLLVSRALLRLLALGSGAWVRARAVRRPPALGWALLGTSLGPGLGPRVGPLLVRRGETLPVPGPRVLETRPALQGLLGPGTRLAVTELRGRARLCPESGDSSRPPPPPVVSSFAVSGTVRRLQGVLGGTGDSLGVSRSCLRGLGLFQGEWVWVAQARESSNTSQPHLARVQVLEPRWDLSDRLGPGSGPLGEPLADGLALVPATLAFNLGCDPLEMGELRIQRYLEGS.... Result: 0 (no interaction). (6) The miRNA is hsa-miR-186-3p with sequence GCCCAAAGGUGAAUUUUUUGGG. The protein sequence of the target gene is MAARPGPLWLLGLTLCALGGGGPGLRPPPGCPQRRLGARERRDVQREILAVLGLPGRPRPRAPPAASRLPASAPLFMLDLYHAMAGDDDEDGAPAEQRLGRADLVMSFVNMVERDRALGHQEPHWKEFRFDLTQIPAGEAVTAAEFRIYKVPSIHLLNRTLHVSMFQVVQEQSNRESDLFFLDLQTLRAGDEGWLVLDVTAASDCWLLKRHKDLGLRLYVETEDGHSVDPGLAGLLGQRAPRSQQPFVVTFFRASPSPIRTPRAVRPLRRRQPKKSNELPQANRLPGIFDDVRGSHGRQV.... Result: 0 (no interaction). (7) The protein sequence of the target gene is MDALRLANSAFAVDLFKQLCERDPAGNILFSPICLSTSLSLAQVGTKGDTANEIGQVLHFENVKDVPFGFQTVTSDVNKLSSFYSLKLVKRLYIDKSLNPSTEFISSTKRPYAKELETVDFKDKLEETKGQINSSIKELTDGHFEDILSENSISDQTKILVVNAAYFVGKWMKKFPESETKECPFRISKTDTKPVQMMNLEATFCLGNIDDISCKIIELPFQNKHLSMLIVLPKDVEDESTGLEKIEQQLNPETLLQWTNPSTMANAKVKLSLPKFKVEKMIDPKASLESLGLKSLFNES.... Result: 0 (no interaction). The miRNA is hsa-miR-3689a-5p with sequence UGUGAUAUCAUGGUUCCUGGGA. (8) Result: 1 (interaction). The protein sequence of the target gene is MASSHWNETTTSVYQYLGFQVQKIYPFHDNWNTACFVILLLFIFTVVSLVVLAFLYEVLDCCCCVKNKTVKDLKSEPNPLRSMMDNIRKRETEVV. The miRNA is hsa-miR-5680 with sequence GAGAAAUGCUGGACUAAUCUGC. (9) The miRNA is hsa-miR-6514-3p with sequence CUGCCUGUUCUUCCACUCCAG. The protein sequence of the target gene is MKKKTVCTLNMGDKKYEDMEGEENGDNTISTGLLYSEADRCPICLNCLLEKEVGFPESCNHVFCMTCILKWAETLASCPIDRKPFQAVFKFSALEGYVKVQVKKQLRETKDKKNENSFEKQVSCHENSKSCIRRKAIVREDLLSAKVCDLKWIHRNSLYSETGGKKNAAIKINKPQRSNWSTNQCFRNFFSNMFSSVSHSGESSFTYRAYCTEFIEASEISALIRQKRHELELSWFPDTLPGIGRIGFIPWNVETEVLPLISSVLPRTIFPTSTISFEHFGTSCKGYALAHTQEGEEKKQ.... Result: 0 (no interaction).